Dataset: Reaction yield outcomes from USPTO patents with 853,638 reactions. Task: Predict the reaction yield, written as a fraction of the theoretical maximum amount of product (1.0 means a 100% yield; for example, 0.34 means a 34% yield). (1) The reactants are [CH3:1][C:2]1[CH:7]=[CH:6][C:5]([C:8]2[CH:13]=[CH:12][C:11]([C:14]([OH:16])=[O:15])=[CH:10][CH:9]=2)=[CH:4][CH:3]=1.C(Cl)(=O)C(Cl)=O.O[C:24]1[CH:65]=[CH:64][C:27]([CH2:28][N:29]([CH2:56][C:57]([O:59]C(C)(C)C)=[O:58])[C:30](=[O:55])[C:31]2[CH:36]=[CH:35][C:34]([NH:37][C:38](=[O:52])[CH2:39][C:40]3[CH:45]=[CH:44][C:43]([O:46][CH3:47])=[CH:42][C:41]=3[C:48]([F:51])([F:50])[F:49])=[CH:33][C:32]=2[O:53][CH3:54])=[CH:26][CH:25]=1.C(O)(C(F)(F)F)=O. The catalyst is C(Cl)Cl.CN(C=O)C. The product is [CH3:54][O:53][C:32]1[CH:33]=[C:34]([NH:37][C:38](=[O:52])[CH2:39][C:40]2[CH:45]=[CH:44][C:43]([O:46][CH3:47])=[CH:42][C:41]=2[C:48]([F:50])([F:51])[F:49])[CH:35]=[CH:36][C:31]=1[C:30]([N:29]([CH2:56][C:57]([OH:59])=[O:58])[CH2:28][C:27]1[CH:64]=[CH:65][C:24]([O:15][C:14]([C:11]2[CH:12]=[CH:13][C:8]([C:5]3[CH:6]=[CH:7][C:2]([CH3:1])=[CH:3][CH:4]=3)=[CH:9][CH:10]=2)=[O:16])=[CH:25][CH:26]=1)=[O:55]. The yield is 0.170. (2) The reactants are [NH:1]1[CH2:6][CH2:5][CH:4]([NH:7][C:8](=[O:14])[O:9][C:10]([CH3:13])([CH3:12])[CH3:11])[CH2:3][CH2:2]1.Br[CH2:16][CH2:17][O:18][CH3:19].[I-].[K+].C([O-])([O-])=O.[K+].[K+]. The catalyst is CCOC(C)=O.O.CC#N. The product is [CH3:19][O:18][CH2:17][CH2:16][N:1]1[CH2:2][CH2:3][CH:4]([NH:7][C:8](=[O:14])[O:9][C:10]([CH3:11])([CH3:13])[CH3:12])[CH2:5][CH2:6]1. The yield is 0.770. (3) The reactants are Cl[C:2]1[N:3]=[C:4]([NH:22][CH3:23])[C:5]2[CH2:10][CH2:9][CH:8]([C:11]3[CH:16]=[CH:15][C:14]([O:17][C:18]([F:21])([F:20])[F:19])=[CH:13][CH:12]=3)[C:6]=2[N:7]=1.[Cl:24][C:25]1[N:26]=[CH:27][N:28]([C:30]2[CH:36]=[CH:35][C:33]([NH2:34])=[CH:32][C:31]=2[O:37][CH3:38])[CH:29]=1. The catalyst is C(O)(=O)C.C1COCC1. The product is [Cl:24][C:25]1[N:26]=[CH:27][N:28]([C:30]2[CH:36]=[CH:35][C:33]([NH:34][C:2]3[N:3]=[C:4]([NH:22][CH3:23])[C:5]4[CH2:10][CH2:9][CH:8]([C:11]5[CH:16]=[CH:15][C:14]([O:17][C:18]([F:21])([F:19])[F:20])=[CH:13][CH:12]=5)[C:6]=4[N:7]=3)=[CH:32][C:31]=2[O:37][CH3:38])[CH:29]=1. The yield is 0.268. (4) The reactants are C([O:3][C:4]([C:6]1[NH:7][C:8]2[C:13]([CH:14]=1)=[CH:12][C:11]([C@H:15]([NH:17][S@](C(C)(C)C)=O)[CH3:16])=[CH:10][CH:9]=2)=O)C.Cl.C([O-])([O-])=O.[K+].[K+].[AlH4-].[Li+].[OH-].[Na+].[O-]S([O-])(=O)=O.[Mg+2]. The catalyst is CO.O.CCOC(C)=O.C1COCC1. The product is [NH2:17][C@@H:15]([C:11]1[CH:12]=[C:13]2[C:8](=[CH:9][CH:10]=1)[NH:7][C:6]([CH2:4][OH:3])=[CH:14]2)[CH3:16]. The yield is 0.710. (5) The reactants are Cl.[CH3:2][NH:3][CH3:4].[CH2:5]=O.[CH3:7][CH:8]([CH3:14])[CH2:9][CH2:10][C:11](=[O:13])[CH3:12].[OH-].[Na+]. The catalyst is C(O)C.C(OCC)(=O)C.C1(C)C(S(O)(=O)=O)=CC=CC=1. The product is [CH3:2][N:3]([CH2:5][CH:10]([CH2:9][CH:8]([CH3:14])[CH3:7])[C:11](=[O:13])[CH3:12])[CH3:4]. The yield is 0.360. (6) The reactants are [Cl:1][C:2]1[CH:10]=[C:9]2[C:5]([C:6]([C:11](=[O:16])[C:12]([F:15])([F:14])[F:13])=[CH:7][NH:8]2)=[CH:4][CH:3]=1.CC([O-])(C)C.[K+].[C:23]([O:27][C:28]([N:30]1[CH2:34][CH2:33]OS1(=O)=O)=[O:29])([CH3:26])([CH3:25])[CH3:24].COC(C)(C)C. The product is [C:23]([O:27][C:28](=[O:29])[NH:30][CH2:34][CH2:33][N:8]1[C:9]2[C:5](=[CH:4][CH:3]=[C:2]([Cl:1])[CH:10]=2)[C:6]([C:11](=[O:16])[C:12]([F:13])([F:14])[F:15])=[CH:7]1)([CH3:26])([CH3:25])[CH3:24]. The catalyst is CN(C)C=O. The yield is 0.610. (7) The reactants are [Cl:1][C:2]1[CH:10]=[CH:9][CH:8]=[C:7]2[C:3]=1[C:4]([C:17]([OH:19])=O)=[CH:5][N:6]2[CH2:11][CH:12]1[CH2:16][CH2:15][O:14][CH2:13]1.Cl.[NH2:21][CH2:22][C:23]1([OH:31])[CH2:28][CH2:27][C:26]([F:30])([F:29])[CH2:25][CH2:24]1.CCN=C=NCCCN(C)C.C1C=CC2N(O)N=NC=2C=1. The catalyst is C1COCC1.C([O-])(O)=O.[Na+]. The product is [Cl:1][C:2]1[CH:10]=[CH:9][CH:8]=[C:7]2[C:3]=1[C:4]([C:17]([NH:21][CH2:22][C:23]1([OH:31])[CH2:24][CH2:25][C:26]([F:30])([F:29])[CH2:27][CH2:28]1)=[O:19])=[CH:5][N:6]2[CH2:11][CH:12]1[CH2:16][CH2:15][O:14][CH2:13]1. The yield is 0.560. (8) The reactants are C1(P(C2C=CC=CC=2)C2C=CC=CC=2)C=CC=CC=1.[C:20]([N:28]1[C:33](=[O:34])[CH:32]=[CH:31][NH:30][C:29]1=[O:35])(=[O:27])[C:21]1[CH:26]=[CH:25][CH:24]=[CH:23][CH:22]=1.[C:36]([O:55][CH2:56][CH:57]=[CH:58][CH2:59]O)([C:49]1[CH:54]=[CH:53][CH:52]=[CH:51][CH:50]=1)([C:43]1[CH:48]=[CH:47][CH:46]=[CH:45][CH:44]=1)[C:37]1[CH:42]=[CH:41][CH:40]=[CH:39][CH:38]=1.CC(OC(/N=N/C(OC(C)C)=O)=O)C. The catalyst is C1COCC1.CCCCCC.CCOC(C)=O. The product is [C:20]([N:28]1[C:33](=[O:34])[CH:32]=[CH:31][N:30]([CH2:59]/[CH:58]=[CH:57]\[CH2:56][O:55][C:36]([C:49]2[CH:54]=[CH:53][CH:52]=[CH:51][CH:50]=2)([C:37]2[CH:38]=[CH:39][CH:40]=[CH:41][CH:42]=2)[C:43]2[CH:48]=[CH:47][CH:46]=[CH:45][CH:44]=2)[C:29]1=[O:35])(=[O:27])[C:21]1[CH:22]=[CH:23][CH:24]=[CH:25][CH:26]=1. The yield is 0.290. (9) The yield is 0.522. The reactants are [Br:1][C:2]1[CH:9]=[C:8]([F:10])[CH:7]=[CH:6][C:3]=1[C:4]#[N:5].[CH3:11][CH2:12][Mg+].[Br-].B(F)(F)F.CCOCC. The catalyst is CCOCC. The product is [Br:1][C:2]1[CH:9]=[C:8]([F:10])[CH:7]=[CH:6][C:3]=1[C:4]1([NH2:5])[CH2:12][CH2:11]1. (10) The reactants are [F:1][C:2]1[C:7]([OH:8])=[CH:6][CH:5]=[C:4]([F:9])[C:3]=1[NH:10][C:11](=O)[C:12]1[CH:17]=[C:16]([C:18]2[CH:23]=[CH:22][CH:21]=[CH:20][CH:19]=2)[CH:15]=[C:14]([CH3:24])[C:13]=1[CH3:25]. The catalyst is C1COCC1. The product is [CH3:25][C:13]1[C:14]([CH3:24])=[CH:15][C:16]([C:18]2[CH:23]=[CH:22][CH:21]=[CH:20][CH:19]=2)=[CH:17][C:12]=1[CH2:11][NH:10][C:3]1[C:2]([F:1])=[C:7]([OH:8])[CH:6]=[CH:5][C:4]=1[F:9]. The yield is 0.600.